Dataset: Reaction yield outcomes from USPTO patents with 853,638 reactions. Task: Predict the reaction yield, written as a fraction of the theoretical maximum amount of product (1.0 means a 100% yield; for example, 0.34 means a 34% yield). (1) The reactants are Br[C:2]1[CH:3]=[C:4]2[C:9](=[CH:10][CH:11]=1)[N:8]=[CH:7][C:6]([C:12]([CH:14]1[CH2:16][CH2:15]1)=[O:13])=[C:5]2[NH:17][C:18]1[CH:19]=[N:20][N:21]([C@H:23]2[CH2:28][CH2:27][C@H:26]([NH:29][CH3:30])[CH2:25][CH2:24]2)[CH:22]=1.[Cl:31][C:32]1[CH:37]=[C:36](B2OC(C)(C)C(C)(C)O2)[CH:35]=[C:34]([Cl:47])[C:33]=1[OH:48]. No catalyst specified. The product is [CH:14]1([C:12]([C:6]2[CH:7]=[N:8][C:9]3[C:4]([C:5]=2[NH:17][C:18]2[CH:19]=[N:20][N:21]([C@H:23]4[CH2:28][CH2:27][C@H:26]([NH:29][CH3:30])[CH2:25][CH2:24]4)[CH:22]=2)=[CH:3][C:2]([C:36]2[CH:37]=[C:32]([Cl:31])[C:33]([OH:48])=[C:34]([Cl:47])[CH:35]=2)=[CH:11][CH:10]=3)=[O:13])[CH2:15][CH2:16]1. The yield is 0.240. (2) The reactants are [CH3:1][NH2:2].Cl[C:4]1[C:9]([N+:10]([O-:12])=[O:11])=[CH:8][CH:7]=[CH:6][C:5]=1[N+:13]([O-:15])=[O:14]. The catalyst is C1COCC1. The product is [N+:13]([C:5]1[CH:6]=[CH:7][CH:8]=[C:9]([N+:10]([O-:12])=[O:11])[C:4]=1[NH:2][CH3:1])([O-:15])=[O:14]. The yield is 0.910. (3) The reactants are [CH3:1][O:2][C:3]([C:5]1[N:6]=[C:7]([NH:10][C:11](=[O:28])[CH:12]([C:19]2[CH:24]=[CH:23][C:22]([N+:25]([O-])=O)=[CH:21][CH:20]=2)[CH2:13][CH:14]2[CH2:18][CH2:17][CH2:16][CH2:15]2)[S:8][CH:9]=1)=[O:4]. The catalyst is C(OCC)(=O)C.[Pd]. The product is [CH3:1][O:2][C:3]([C:5]1[N:6]=[C:7]([NH:10][C:11](=[O:28])[CH:12]([C:19]2[CH:20]=[CH:21][C:22]([NH2:25])=[CH:23][CH:24]=2)[CH2:13][CH:14]2[CH2:15][CH2:16][CH2:17][CH2:18]2)[S:8][CH:9]=1)=[O:4]. The yield is 1.00. (4) The reactants are [CH:1]1([Mg]Br)[CH2:3][CH2:2]1.[CH2:6]([O:8][C:9](=[O:25])[C:10]1[CH:22]=[C:21]([CH:23]=[O:24])[CH:20]=[C:12]([C:13]([N:15]([CH3:19])[CH2:16][CH2:17][CH3:18])=[O:14])[CH:11]=1)[CH3:7]. The catalyst is C1COCC1. The product is [CH2:6]([O:8][C:9](=[O:25])[C:10]1[CH:22]=[C:21]([CH:23]([CH:1]2[CH2:3][CH2:2]2)[OH:24])[CH:20]=[C:12]([C:13]([N:15]([CH3:19])[CH2:16][CH2:17][CH3:18])=[O:14])[CH:11]=1)[CH3:7]. The yield is 0.380. (5) The reactants are O[Li].O.[N:4]1[CH:9]=[CH:8][CH:7]=[C:6]([C:10]2[S:14][C:13]([C:15]([O:17]CC)=[O:16])=[CH:12][CH:11]=2)[N:5]=1. The catalyst is C1COCC1.O. The product is [N:4]1[CH:9]=[CH:8][CH:7]=[C:6]([C:10]2[S:14][C:13]([C:15]([OH:17])=[O:16])=[CH:12][CH:11]=2)[N:5]=1. The yield is 0.960. (6) The reactants are [F:1][C:2]1[CH:8]=[C:7]([O:9][C:10]2[C:11]3[N:18]([CH3:19])[CH:17]=[CH:16][C:12]=3[N:13]=[CH:14][N:15]=2)[CH:6]=[CH:5][C:3]=1[NH2:4].C(N(CC)CC)C.Cl[C:28](Cl)([O:30]C(=O)OC(Cl)(Cl)Cl)Cl.[CH2:39]([O:46][C:47]1[CH:53]=[CH:52][C:50]([NH2:51])=[CH:49][C:48]=1[C:54]([F:57])([F:56])[F:55])[C:40]1[CH:45]=[CH:44][CH:43]=[CH:42][CH:41]=1. The catalyst is O1CCCC1. The product is [CH2:39]([O:46][C:47]1[CH:53]=[CH:52][C:50]([NH:51][C:28]([NH:4][C:3]2[CH:5]=[CH:6][C:7]([O:9][C:10]3[C:11]4[N:18]([CH3:19])[CH:17]=[CH:16][C:12]=4[N:13]=[CH:14][N:15]=3)=[CH:8][C:2]=2[F:1])=[O:30])=[CH:49][C:48]=1[C:54]([F:55])([F:56])[F:57])[C:40]1[CH:41]=[CH:42][CH:43]=[CH:44][CH:45]=1. The yield is 0.410. (7) The reactants are CC1(C)[O:6][C@@H:5]([CH2:7][O:8][C:9]2[N:14]=[C:13]([NH:15][C:16]([N:18]3[CH2:23][CH2:22][O:21][C:20]4[CH:24]=[CH:25][C:26]([C:28]5[CH:33]=[CH:32][CH:31]=[C:30]([C:34]([F:37])([F:36])[F:35])[CH:29]=5)=[N:27][C:19]3=4)=[O:17])[CH:12]=[CH:11][CH:10]=2)[CH2:4][O:3]1. The product is [OH:6][C@H:5]([CH2:4][OH:3])[CH2:7][O:8][C:9]1[N:14]=[C:13]([NH:15][C:16]([N:18]2[CH2:23][CH2:22][O:21][C:20]3[CH:24]=[CH:25][C:26]([C:28]4[CH:33]=[CH:32][CH:31]=[C:30]([C:34]([F:35])([F:37])[F:36])[CH:29]=4)=[N:27][C:19]2=3)=[O:17])[CH:12]=[CH:11][CH:10]=1. The catalyst is CO.Cl. The yield is 0.750.